This data is from Catalyst prediction with 721,799 reactions and 888 catalyst types from USPTO. The task is: Predict which catalyst facilitates the given reaction. (1) Reactant: [CH2:1]([O:3][C:4]([C:6]1[NH:7][C:8]2[C:13]([CH:14]=1)=[CH:12][C:11]([OH:15])=[CH:10][CH:9]=2)=[O:5])[CH3:2].Cl[CH2:17][C:18]([N:20]([CH2:23][CH3:24])[CH2:21][CH3:22])=[O:19].C(=O)([O-])[O-].[Cs+].[Cs+]. Product: [CH2:1]([O:3][C:4]([C:6]1[NH:7][C:8]2[C:13]([CH:14]=1)=[CH:12][C:11]([O:15][CH2:17][C:18](=[O:19])[N:20]([CH2:23][CH3:24])[CH2:21][CH3:22])=[CH:10][CH:9]=2)=[O:5])[CH3:2]. The catalyst class is: 42. (2) Reactant: Cl.[OH:2][C:3]1[N:8]=[CH:7][C:6]([NH:9][C:10]([C:12]2[CH:17]=[CH:16][CH:15]=[CH:14][N:13]=2)=[O:11])=[CH:5][CH:4]=1.[CH3:18][N:19]([C:23]1[CH:28]=[CH:27][CH:26]=[CH:25][CH:24]=1)[C:20](Cl)=[O:21].N12CCN(CC1)CC2.O. Product: [N:13]1[CH:14]=[CH:15][CH:16]=[CH:17][C:12]=1[C:10]([NH:9][C:6]1[CH:5]=[CH:4][C:3]([O:2][C:20](=[O:21])[N:19]([CH3:18])[C:23]2[CH:28]=[CH:27][CH:26]=[CH:25][CH:24]=2)=[N:8][CH:7]=1)=[O:11]. The catalyst class is: 204. (3) Reactant: [F:1][C:2]1[CH:3]=[CH:4][C:5]([N+:17]([O-])=O)=[C:6]([CH:16]=1)[O:7][CH:8]([CH3:15])[CH2:9][C:10]([O:12][CH2:13][CH3:14])=[O:11]. Product: [CH2:13]([O:12][C:10](=[O:11])[CH2:9][CH:8]([O:7][C:6]1[CH:16]=[C:2]([F:1])[CH:3]=[CH:4][C:5]=1[NH2:17])[CH3:15])[CH3:14]. The catalyst class is: 446.